This data is from Catalyst prediction with 721,799 reactions and 888 catalyst types from USPTO. The task is: Predict which catalyst facilitates the given reaction. (1) Reactant: C(OC([N:8]1[CH2:13][CH2:12][CH:11]([C:14]2[N:18]([CH2:19][CH3:20])[N:17]=[C:16]([CH2:21][CH3:22])[C:15]=2[CH3:23])[CH2:10][CH2:9]1)=O)(C)(C)C.[ClH:24]. Product: [ClH:24].[ClH:24].[CH2:19]([N:18]1[C:14]([CH:11]2[CH2:12][CH2:13][NH:8][CH2:9][CH2:10]2)=[C:15]([CH3:23])[C:16]([CH2:21][CH3:22])=[N:17]1)[CH3:20]. The catalyst class is: 5. (2) Reactant: [Cl:1][C:2]1[CH:3]=[C:4]([NH:9][C:10]2[C:19]3[C:14](=[CH:15][C:16]([O:23][CH2:24][CH2:25][CH2:26][O:27][Si](C(C)(C)C)(C)C)=[C:17]([N+:20]([O-:22])=[O:21])[CH:18]=3)[N:13]=[CH:12][N:11]=2)[CH:5]=[CH:6][C:7]=1[F:8].[F-].C([N+](CCCC)(CCCC)CCCC)CCC.C(Cl)Cl.CO. Product: [Cl:1][C:2]1[CH:3]=[C:4]([NH:9][C:10]2[C:19]3[C:14](=[CH:15][C:16]([O:23][CH2:24][CH2:25][CH2:26][OH:27])=[C:17]([N+:20]([O-:22])=[O:21])[CH:18]=3)[N:13]=[CH:12][N:11]=2)[CH:5]=[CH:6][C:7]=1[F:8]. The catalyst class is: 7. (3) Reactant: [C:1]([O:5][C:6]([N:8]1[C:17]2[C:12](=[CH:13][CH:14]=[CH:15][CH:16]=2)[CH2:11][CH2:10][CH2:9]1)=[O:7])([CH3:4])([CH3:3])[CH3:2].[C:18](=[O:21])([O-])[O-].[K+].[K+].ClC1[C:34]2[C:29](=[CH:30][C:31]([O:37][CH2:38][CH2:39][CH2:40][N:41]3[CH2:46][CH2:45][O:44][CH2:43][CH2:42]3)=[C:32]([O:35][CH3:36])[CH:33]=2)[N:28]=[CH:27][N:26]=1.[H-].[Na+]. Product: [CH3:36][O:35][C:32]1[CH:33]=[C:34]2[C:29](=[CH:30][C:31]=1[O:37][CH2:38][CH2:39][CH2:40][N:41]1[CH2:42][CH2:43][O:44][CH2:45][CH2:46]1)[N:28]=[CH:27][N:26]=[C:18]2[O:21][C:14]1[CH:13]=[C:12]2[C:17](=[CH:16][CH:15]=1)[N:8]([C:6]([O:5][C:1]([CH3:4])([CH3:2])[CH3:3])=[O:7])[CH2:9][CH2:10][CH2:11]2. The catalyst class is: 288. (4) Reactant: [C:1](Cl)(=[O:3])[CH3:2].[Cl-].[CH:6]1([S:9][C:10]2[CH:15]=[CH:14][CH:13]=[CH:12][CH:11]=2)[CH2:8][CH2:7]1.Cl. Product: [CH:6]1([S:9][C:10]2[CH:15]=[CH:14][C:13]([C:1](=[O:3])[CH3:2])=[CH:12][CH:11]=2)[CH2:8][CH2:7]1. The catalyst class is: 4. (5) Reactant: [CH2:1]([N:8]1[CH2:13][CH2:12][CH:11]([N:14]2[CH:18]=[CH:17][C:16]([C:19]3[CH:24]=[CH:23][C:22]([F:25])=[CH:21][CH:20]=3)=[C:15]2[C:26]2[CH:31]=[CH:30][N:29]=[C:28](F)[CH:27]=2)[CH2:10][CH2:9]1)[C:2]1[CH:7]=[CH:6][CH:5]=[CH:4][CH:3]=1.[CH3:33][NH2:34]. Product: [CH2:1]([N:8]1[CH2:13][CH2:12][CH:11]([N:14]2[CH:18]=[CH:17][C:16]([C:19]3[CH:20]=[CH:21][C:22]([F:25])=[CH:23][CH:24]=3)=[C:15]2[C:26]2[CH:31]=[CH:30][N:29]=[C:28]([NH:34][CH3:33])[CH:27]=2)[CH2:10][CH2:9]1)[C:2]1[CH:7]=[CH:6][CH:5]=[CH:4][CH:3]=1. The catalyst class is: 7. (6) Reactant: Cl.Cl.[NH:3]1[CH2:8][CH2:7][CH:6]([O:9][C:10]2[CH:25]=[CH:24][C:13]([O:14][CH2:15][CH2:16][CH2:17][N:18]3[CH2:23][CH2:22][CH2:21][CH2:20][CH2:19]3)=[CH:12][CH:11]=2)[CH2:5][CH2:4]1.ClCCl.[CH2:29]([N:31]=[C:32]=[O:33])[CH3:30]. Product: [CH2:29]([NH:31][C:32]([N:3]1[CH2:4][CH2:5][CH:6]([O:9][C:10]2[CH:11]=[CH:12][C:13]([O:14][CH2:15][CH2:16][CH2:17][N:18]3[CH2:23][CH2:22][CH2:21][CH2:20][CH2:19]3)=[CH:24][CH:25]=2)[CH2:7][CH2:8]1)=[O:33])[CH3:30]. The catalyst class is: 66.